Dataset: Forward reaction prediction with 1.9M reactions from USPTO patents (1976-2016). Task: Predict the product of the given reaction. (1) Given the reactants [CH2:10]([S:9][S:9][CH2:10][CH2:11][C@@H:12]([NH2:16])[C:13]([OH:15])=[O:14])[CH2:11][C@@H:12]([NH2:16])[C:13]([OH:15])=[O:14].[Na].[C:18](O)([CH3:21])([CH3:20])[CH3:19].[C:23](O[C:23]([O:25][C:26]([CH3:29])([CH3:28])[CH3:27])=[O:24])([O:25][C:26]([CH3:29])([CH3:28])[CH3:27])=[O:24], predict the reaction product. The product is: [C:26]([O:25][C:23]([NH:16][C@H:12]([CH2:11][CH2:10][S:9][C:18]([CH3:21])([CH3:20])[CH3:19])[C:13]([OH:15])=[O:14])=[O:24])([CH3:29])([CH3:28])[CH3:27]. (2) Given the reactants [Cl:1][C:2]1[N:7]=[C:6](Cl)[C:5]([I:9])=[CH:4][N:3]=1.C(N(CC)CC)C.[NH2:17][C@H:18]([CH:21]([CH3:23])[CH3:22])[CH2:19][OH:20], predict the reaction product. The product is: [Cl:1][C:2]1[N:7]=[C:6]([NH:17][C@H:18]([CH:21]([CH3:23])[CH3:22])[CH2:19][OH:20])[C:5]([I:9])=[CH:4][N:3]=1. (3) Given the reactants [O:1]1[C:5]2[CH:6]=[CH:7][C:8]([O:10][C:11]3[N:19]=[CH:18][CH:17]=[CH:16][C:12]=3[C:13]([OH:15])=O)=[CH:9][C:4]=2[O:3][CH2:2]1.[CH3:20][O:21][C:22](=[O:34])[CH2:23][O:24][C:25]1[CH:30]=[CH:29][C:28]([CH2:31][NH2:32])=[C:27]([F:33])[CH:26]=1.O.ON1C2C=CC=CC=2N=N1.Cl.CN(C)CCCN=C=NCC, predict the reaction product. The product is: [CH3:20][O:21][C:22](=[O:34])[CH2:23][O:24][C:25]1[CH:30]=[CH:29][C:28]([CH2:31][NH:32][C:13]([C:12]2[C:11]([O:10][C:8]3[CH:7]=[CH:6][C:5]4[O:1][CH2:2][O:3][C:4]=4[CH:9]=3)=[N:19][CH:18]=[CH:17][CH:16]=2)=[O:15])=[C:27]([F:33])[CH:26]=1. (4) Given the reactants [CH3:1][C:2]1[CH:8]=[CH:7][C:6]([Cl:9])=[CH:5][C:3]=1[NH2:4].[N-:10]=[C:11]=[S:12].[NH4+], predict the reaction product. The product is: [CH3:1][C:2]1[CH:8]=[CH:7][C:6]([Cl:9])=[CH:5][C:3]=1[NH:4][C:11]([NH2:10])=[S:12]. (5) Given the reactants [Br:1][C:2]1[CH:7]=[CH:6][C:5]([O:8][CH3:9])=[CH:4][C:3]=1[NH:10][CH2:11][C:12]1[CH:17]=[CH:16][C:15]([O:18][CH2:19][CH2:20][N:21]2[CH2:26][CH2:25][CH2:24][CH2:23][CH2:22]2)=[C:14]([F:27])[CH:13]=1.N1C=CC=CC=1.[C:34](OC(=O)C)(=[O:36])[CH3:35], predict the reaction product. The product is: [Br:1][C:2]1[CH:7]=[CH:6][C:5]([O:8][CH3:9])=[CH:4][C:3]=1[N:10]([CH2:11][C:12]1[CH:17]=[CH:16][C:15]([O:18][CH2:19][CH2:20][N:21]2[CH2:22][CH2:23][CH2:24][CH2:25][CH2:26]2)=[C:14]([F:27])[CH:13]=1)[C:34](=[O:36])[CH3:35].